This data is from Full USPTO retrosynthesis dataset with 1.9M reactions from patents (1976-2016). The task is: Predict the reactants needed to synthesize the given product. (1) Given the product [Br:22][C:23]1[CH:24]=[N:25][C:26]([N:5]2[CH2:4][CH2:3][C:2]([OH:1])([C:8]([O:10][CH2:11][CH3:12])=[O:9])[CH2:7][CH2:6]2)=[N:27][CH:28]=1, predict the reactants needed to synthesize it. The reactants are: [OH:1][C:2]1([C:8]([O:10][CH2:11][CH3:12])=[O:9])[CH2:7][CH2:6][NH:5][CH2:4][CH2:3]1.CCN(C(C)C)C(C)C.[Br:22][C:23]1[CH:24]=[N:25][C:26](Cl)=[N:27][CH:28]=1.O. (2) Given the product [CH3:1][C:2]1[CH:10]=[CH:9][C:8]([CH2:11][NH:12][C:13]([C:15]2([CH3:21])[CH2:20][CH2:19][CH2:18][CH2:17][CH2:16]2)=[O:14])=[CH:7][C:3]=1[C:4]([Cl:24])=[O:5], predict the reactants needed to synthesize it. The reactants are: [CH3:1][C:2]1[CH:10]=[CH:9][C:8]([CH2:11][NH:12][C:13]([C:15]2([CH3:21])[CH2:20][CH2:19][CH2:18][CH2:17][CH2:16]2)=[O:14])=[CH:7][C:3]=1[C:4](O)=[O:5].S(Cl)([Cl:24])=O.C(Cl)Cl. (3) Given the product [ClH:29].[NH2:21][C:17]1[CH:16]=[C:15]([CH:20]=[CH:19][CH:18]=1)[CH2:14][NH:13][S:10]([C:6]1[CH:7]=[CH:8][CH:9]=[C:4]([N+:1]([O-:3])=[O:2])[CH:5]=1)(=[O:11])=[O:12], predict the reactants needed to synthesize it. The reactants are: [N+:1]([C:4]1[CH:5]=[C:6]([S:10]([NH:13][CH2:14][C:15]2[CH:16]=[C:17]([NH:21]C(=O)OC(C)(C)C)[CH:18]=[CH:19][CH:20]=2)(=[O:12])=[O:11])[CH:7]=[CH:8][CH:9]=1)([O-:3])=[O:2].[ClH:29]. (4) Given the product [F:33][C:17]1[C:16]([C:9]2[N:10]=[C:11]([CH:13]([CH3:15])[CH3:14])[S:12][C:8]=2[C:6]2[CH:5]=[CH:4][N:3]=[C:2]([NH:38][CH2:34][CH:35]([CH3:37])[CH3:36])[N:7]=2)=[CH:21][CH:20]=[CH:19][C:18]=1[NH:22][S:23]([C:26]1[CH:31]=[CH:30][CH:29]=[CH:28][C:27]=1[CH3:32])(=[O:25])=[O:24], predict the reactants needed to synthesize it. The reactants are: Cl[C:2]1[N:7]=[C:6]([C:8]2[S:12][C:11]([CH:13]([CH3:15])[CH3:14])=[N:10][C:9]=2[C:16]2[C:17]([F:33])=[C:18]([NH:22][S:23]([C:26]3[CH:31]=[CH:30][CH:29]=[CH:28][C:27]=3[CH3:32])(=[O:25])=[O:24])[CH:19]=[CH:20][CH:21]=2)[CH:5]=[CH:4][N:3]=1.[CH2:34]([NH2:38])[CH:35]([CH3:37])[CH3:36]. (5) Given the product [I:11][C:2]1[CH:7]=[CH:6][N:5]2[N:8]=[CH:9][CH:10]=[C:4]2[N:3]=1, predict the reactants needed to synthesize it. The reactants are: Cl[C:2]1[CH:7]=[CH:6][N:5]2[N:8]=[CH:9][CH:10]=[C:4]2[N:3]=1.[I-:11].[Na+].C(Cl)(=O)C.C(=O)([O-])[O-].[Na+].[Na+].S([O-])([O-])(=O)=O.[Na+].[Na+]. (6) The reactants are: [CH3:1][O:2][C:3]1[C:4]2[N:13]=[C:12]([NH2:14])[S:11][C:5]=2[N:6]=[C:7]([S:9][CH3:10])[N:8]=1.[H-].[Na+].C(N(CC)C(C)C)(C)C.[OH:26][C:27]1([C:36]2[CH:41]=[CH:40][CH:39]=[C:38]([C:42]([F:45])([F:44])[F:43])[CH:37]=2)[CH2:32][CH2:31][N:30]([C:33](Cl)=[O:34])[CH2:29][CH2:28]1. Given the product [CH3:1][O:2][C:3]1[C:4]2[N:13]=[C:12]([NH:14][C:33]([N:30]3[CH2:29][CH2:28][C:27]([OH:26])([C:36]4[CH:41]=[CH:40][CH:39]=[C:38]([C:42]([F:44])([F:43])[F:45])[CH:37]=4)[CH2:32][CH2:31]3)=[O:34])[S:11][C:5]=2[N:6]=[C:7]([S:9][CH3:10])[N:8]=1, predict the reactants needed to synthesize it.